Dataset: Forward reaction prediction with 1.9M reactions from USPTO patents (1976-2016). Task: Predict the product of the given reaction. (1) Given the reactants [CH3:1][O:2][CH2:3][CH2:4][NH2:5].Cl[C:7]1[N:12]=[C:11]([Cl:13])[N:10]=[C:9]2[N:14]([CH3:17])[N:15]=[CH:16][C:8]=12, predict the reaction product. The product is: [Cl:13][C:11]1[N:10]=[C:9]2[N:14]([CH3:17])[N:15]=[CH:16][C:8]2=[C:7]([NH:5][CH2:4][CH2:3][O:2][CH3:1])[N:12]=1. (2) Given the reactants [NH2:1][CH2:2][C@@H:3]1[C@H:8]([CH3:9])[CH2:7][CH2:6][CH2:5][N:4]1[C:10]([C:12]1[CH:17]=[CH:16][CH:15]=[C:14]([F:18])[C:13]=1[N:19]1[N:23]=[CH:22][CH:21]=[N:20]1)=[O:11].Cl[C:25]1[N:30]=[CH:29][C:28]([Cl:31])=[CH:27][N:26]=1, predict the reaction product. The product is: [Cl:31][C:28]1[CH:27]=[N:26][C:25]([NH:1][CH2:2][C@@H:3]2[C@H:8]([CH3:9])[CH2:7][CH2:6][CH2:5][N:4]2[C:10]([C:12]2[CH:17]=[CH:16][CH:15]=[C:14]([F:18])[C:13]=2[N:19]2[N:23]=[CH:22][CH:21]=[N:20]2)=[O:11])=[N:30][CH:29]=1. (3) Given the reactants C[O:2][C:3]1[CH:12]=[C:11]2[C:6]([C@H:7]([C:21]3[CH:26]=[CH:25][C:24]([O:27][CH2:28][CH2:29][N:30]4[CH2:35][CH2:34][CH2:33][CH2:32][CH2:31]4)=[CH:23][CH:22]=3)[C@H:8]([C:13]3[CH:18]=[CH:17][CH:16]=[C:15]([O:19]C)[CH:14]=3)[CH2:9][O:10]2)=[CH:5][CH:4]=1.Cl.N1C=CC=CC=1, predict the reaction product. The product is: [OH:2][C:3]1[CH:12]=[C:11]2[C:6]([C@H:7]([C:21]3[CH:26]=[CH:25][C:24]([O:27][CH2:28][CH2:29][N:30]4[CH2:31][CH2:32][CH2:33][CH2:34][CH2:35]4)=[CH:23][CH:22]=3)[C@H:8]([C:13]3[CH:18]=[CH:17][CH:16]=[C:15]([OH:19])[CH:14]=3)[CH2:9][O:10]2)=[CH:5][CH:4]=1. (4) Given the reactants [Cl:1][C:2]1[CH:3]=[C:4]([CH:6]=[CH:7][CH:8]=1)[NH2:5].C1(CN)CCCCC1.[O:17]=[C:18]1[C:26]2([CH2:30][O:29][C:28]3[CH:31]=[C:32]4[C:36](=[CH:37][C:27]2=3)[CH2:35][CH2:34][O:33]4)[C:25]2[C:20](=[CH:21][CH:22]=[CH:23][CH:24]=2)[N:19]1[CH2:38][C:39]1[CH:47]=[CH:46][CH:45]=[CH:44][C:40]=1[C:41](O)=[O:42].O=C1C2(COC3C=C4C(=CC2=3)CCO4)C2C(=CC=CC=2)N1CC1C=C(C=CC=1)C(O)=O, predict the reaction product. The product is: [Cl:1][C:2]1[CH:3]=[C:4]([NH:5][C:41](=[O:42])[C:40]2[CH:44]=[CH:45][CH:46]=[CH:47][C:39]=2[CH2:38][N:19]2[C:20]3[C:25](=[CH:24][CH:23]=[CH:22][CH:21]=3)[C:26]3([CH2:30][O:29][C:28]4[CH:31]=[C:32]5[C:36](=[CH:37][C:27]3=4)[CH2:35][CH2:34][O:33]5)[C:18]2=[O:17])[CH:6]=[CH:7][CH:8]=1. (5) Given the reactants Cl[C:2]1[CH:7]=[C:6]([C:8]([NH:10][C:11]2[CH:16]=[C:15]([NH:17][C:18]([C:20]3[CH:25]=[CH:24][N:23]=[C:22]([N:26]4[CH2:31][CH2:30][O:29][CH2:28][CH2:27]4)[CH:21]=3)=[O:19])[CH:14]=[CH:13][C:12]=2[Cl:32])=[O:9])[CH:5]=[CH:4][N:3]=1.[CH3:33][N:34]1[CH2:39][CH2:38][NH:37][CH2:36][CH2:35]1, predict the reaction product. The product is: [Cl:32][C:12]1[CH:13]=[CH:14][C:15]([NH:17][C:18]([C:20]2[CH:25]=[CH:24][N:23]=[C:22]([N:26]3[CH2:27][CH2:28][O:29][CH2:30][CH2:31]3)[CH:21]=2)=[O:19])=[CH:16][C:11]=1[NH:10][C:8]([C:6]1[CH:5]=[CH:4][N:3]=[C:2]([N:37]2[CH2:38][CH2:39][N:34]([CH3:33])[CH2:35][CH2:36]2)[CH:7]=1)=[O:9]. (6) Given the reactants Cl.[Cl:2][C:3]1[CH:8]=[CH:7][CH:6]=[CH:5][C:4]=1[NH:9][NH2:10].C(=O)([O-])[O-].[K+].[K+].[C:17]([C:24](OCC)=[O:25])#[C:18][C:19]([O:21][CH2:22][CH3:23])=[O:20].Cl, predict the reaction product. The product is: [CH2:22]([O:21][C:19]([C:18]1[CH:17]=[C:24]([OH:25])[N:9]([C:4]2[CH:5]=[CH:6][CH:7]=[CH:8][C:3]=2[Cl:2])[N:10]=1)=[O:20])[CH3:23]. (7) The product is: [Br:1][C:2]1[CH:7]=[CH:6][N:5]2[C:13]([C:14]([O:16][CH2:17][CH3:18])=[O:15])=[CH:19][N:8]=[C:4]2[CH:3]=1. Given the reactants [Br:1][C:2]1[CH:7]=[CH:6][N:5]=[C:4]([NH2:8])[CH:3]=1.C(O)C.Cl[CH:13]([CH:19]=O)[C:14]([O:16][CH2:17][CH3:18])=[O:15].C(=O)(O)[O-].[Na+], predict the reaction product.